This data is from Full USPTO retrosynthesis dataset with 1.9M reactions from patents (1976-2016). The task is: Predict the reactants needed to synthesize the given product. (1) Given the product [F:1][C:2]1[CH:7]=[CH:6][C:5]([C:8]2[C:9]([CH:14]3[CH2:17][N:16]([C:18]4[CH:27]=[CH:26][C:25]5[C:20](=[CH:21][CH:22]=[CH:23][CH:24]=5)[N:19]=4)[CH2:15]3)=[N:10][CH:11]=[CH:12][N:13]=2)=[CH:4][C:3]=1[OH:28], predict the reactants needed to synthesize it. The reactants are: [F:1][C:2]1[CH:7]=[CH:6][C:5]([C:8]2[C:9]([CH:14]3[CH2:17][N:16]([C:18]4[CH:27]=[CH:26][C:25]5[C:20](=[CH:21][CH:22]=[CH:23][CH:24]=5)[N:19]=4)[CH2:15]3)=[N:10][CH:11]=[CH:12][N:13]=2)=[CH:4][C:3]=1[O:28]C.B(Br)(Br)Br. (2) Given the product [N+:22]([C:17]1[CH:18]=[N:19][CH:20]=[CH:21][C:16]=1[O:12][CH:10]1[CH2:11][N:8]([C:1]([O:3][C:4]([CH3:7])([CH3:6])[CH3:5])=[O:2])[CH2:9]1)([O-:24])=[O:23], predict the reactants needed to synthesize it. The reactants are: [C:1]([N:8]1[CH2:11][CH:10]([OH:12])[CH2:9]1)([O:3][C:4]([CH3:7])([CH3:6])[CH3:5])=[O:2].[H-].[Na+].Cl[C:16]1[CH:21]=[CH:20][N:19]=[CH:18][C:17]=1[N+:22]([O-:24])=[O:23]. (3) Given the product [O:27]1[CH2:28][CH2:29][CH:24]([NH:23][C:2]2[CH:9]=[C:8]([N:10]3[C:18]4[CH2:17][C:16]([CH3:20])([CH3:19])[CH2:15][C:14](=[O:21])[C:13]=4[C:12]([CH3:22])=[CH:11]3)[CH:7]=[CH:6][C:3]=2[C:4]([NH2:5])=[O:33])[CH2:25][CH2:26]1, predict the reactants needed to synthesize it. The reactants are: Br[C:2]1[CH:9]=[C:8]([N:10]2[C:18]3[CH2:17][C:16]([CH3:20])([CH3:19])[CH2:15][C:14](=[O:21])[C:13]=3[C:12]([CH3:22])=[CH:11]2)[CH:7]=[CH:6][C:3]=1[C:4]#[N:5].[NH2:23][CH:24]1[CH2:29][CH2:28][O:27][CH2:26][CH2:25]1.CC(C)([O-:33])C.[Na+].